From a dataset of Forward reaction prediction with 1.9M reactions from USPTO patents (1976-2016). Predict the product of the given reaction. Given the reactants [OH-].[Na+].C([O:5][C:6](=[O:33])[CH2:7][C:8]1[C:9]2[CH2:10][C:11]([CH3:32])([CH3:31])[N:12]=[C:13]([C:25]3[CH:30]=[CH:29][CH:28]=[CH:27][CH:26]=3)[C:14]=2[C:15]2[CH2:22][C:21]([CH3:24])([CH3:23])[O:20][C:16]=2[C:17]=1[O:18][CH3:19])C, predict the reaction product. The product is: [CH3:19][O:18][C:17]1[C:16]2[O:20][C:21]([CH3:23])([CH3:24])[CH2:22][C:15]=2[C:14]2[C:13]([C:25]3[CH:30]=[CH:29][CH:28]=[CH:27][CH:26]=3)=[N:12][C:11]([CH3:31])([CH3:32])[CH2:10][C:9]=2[C:8]=1[CH2:7][C:6]([OH:33])=[O:5].